This data is from Reaction yield outcomes from USPTO patents with 853,638 reactions. The task is: Predict the reaction yield, written as a fraction of the theoretical maximum amount of product (1.0 means a 100% yield; for example, 0.34 means a 34% yield). (1) The reactants are CC1(C)[O:6][C@@H:5]([C:7]([C:9]2[CH:14]=[CH:13][CH:12]=[C:11]([C:15]3[CH:20]=[CH:19][C:18]([O:21][C:22]4[CH:27]=[CH:26][C:25]([F:28])=[CH:24][CH:23]=4)=[CH:17][CH:16]=3)[N:10]=2)=[O:8])[CH2:4][O:3]1.C(Cl)Cl.CO.Cl.O1CCOCC1. The catalyst is C(Cl)Cl.C([O-])(O)=O.[Na+].O. The yield is 0.280. The product is [F:28][C:25]1[CH:24]=[CH:23][C:22]([O:21][C:18]2[CH:19]=[CH:20][C:15]([C:11]3[N:10]=[C:9]([C:7](=[O:8])[C@H:5]([OH:6])[CH2:4][OH:3])[CH:14]=[CH:13][CH:12]=3)=[CH:16][CH:17]=2)=[CH:27][CH:26]=1. (2) The reactants are [CH:1]1([CH2:4][O:5][C:6]2[N:11]=[C:10]([C:12]([OH:14])=O)[CH:9]=[CH:8][C:7]=2[N:15]2[CH2:18][C:17]([F:20])([F:19])[CH2:16]2)[CH2:3][CH2:2]1.[NH2:21][C:22]1([CH2:26][C:27]([O:29][CH3:30])=[O:28])[CH2:25][CH2:24][CH2:23]1.CN(C(ON1N=NC2C=CC=CC1=2)=[N+](C)C)C.[B-](F)(F)(F)F.CCN(C(C)C)C(C)C. No catalyst specified. The product is [CH:1]1([CH2:4][O:5][C:6]2[N:11]=[C:10]([C:12]([NH:21][C:22]3([CH2:26][C:27]([O:29][CH3:30])=[O:28])[CH2:25][CH2:24][CH2:23]3)=[O:14])[CH:9]=[CH:8][C:7]=2[N:15]2[CH2:18][C:17]([F:20])([F:19])[CH2:16]2)[CH2:2][CH2:3]1. The yield is 0.560. (3) The catalyst is CO. The reactants are [CH3:1][C:2]1[N:7]=[CH:6][C:5]([NH:8][C:9]2[CH:18]=[CH:17][C:12]([C:13]([O:15]C)=[O:14])=[CH:11][N:10]=2)=[CH:4][CH:3]=1.[OH-].[Na+].Cl. The product is [CH3:1][C:2]1[N:7]=[CH:6][C:5]([NH:8][C:9]2[CH:18]=[CH:17][C:12]([C:13]([OH:15])=[O:14])=[CH:11][N:10]=2)=[CH:4][CH:3]=1. The yield is 1.00. (4) The yield is 0.920. The reactants are [OH:1][C:2]([C:55]1[S:56][CH:57]=[CH:58][CH:59]=1)([C:50]1[S:51][CH:52]=[CH:53][CH:54]=1)[C:3]([O:5][C@H:6]1[CH2:11][CH2:10][C@H:9]([N:12]([CH2:14][CH2:15][CH2:16][N:17]2[C:21]3[CH:22]=[CH:23][C:24]([CH2:26][NH:27][CH2:28][C@H:29]([O:42][Si](C(C)(C)C)(C)C)[C:30]4[CH:39]=[CH:38][C:37]([OH:40])=[C:36]5[C:31]=4[CH:32]=[CH:33][C:34](=[O:41])[NH:35]5)=[CH:25][C:20]=3N=N2)[CH3:13])[CH2:8][CH2:7]1)=[O:4].[FH:60].F.F.[CH2:63](N(CC)CC)[CH3:64].C(#N)C. The catalyst is C1COCC1. The product is [FH:60].[FH:60].[OH:1][C:2]([C:50]1[S:51][CH:52]=[CH:53][CH:54]=1)([C:55]1[S:56][CH:57]=[CH:58][CH:59]=1)[C:3]([O:5][C@H:6]1[CH2:7][CH2:8][C@H:9]([N:12]([CH2:14][CH2:15][CH2:16][N:17]2[C:21]3[C:20](=[CH:25][C:24]([CH2:26][NH:27][CH2:28][C@H:29]([OH:42])[C:30]4[CH:39]=[CH:38][C:37]([OH:40])=[C:36]5[C:31]=4[CH:32]=[CH:33][C:34](=[O:41])[NH:35]5)=[CH:23][CH:22]=3)[CH:64]=[CH:63]2)[CH3:13])[CH2:10][CH2:11]1)=[O:4]. (5) The reactants are [CH2:1]([NH:8][C:9]([C:11]1[S:15][C:14]([C:16]2[CH:21]=[N:20][CH:19]=[C:18](/[CH:22]=[CH:23]/[C:24]3[CH:29]=[CH:28][C:27]([C:30]([F:33])([F:32])[F:31])=[CH:26][CH:25]=3)[N:17]=2)=[N:13][C:12]=1[CH3:34])=[O:10])[C:2]1[CH:7]=[CH:6][CH:5]=[CH:4][CH:3]=1. The catalyst is C(OCC)(=O)C.C(O)C.[OH-].[OH-].[Pd+2]. The product is [CH2:1]([NH:8][C:9]([C:11]1[S:15][C:14]([C:16]2[CH:21]=[N:20][CH:19]=[C:18]([CH2:22][CH2:23][C:24]3[CH:25]=[CH:26][C:27]([C:30]([F:31])([F:33])[F:32])=[CH:28][CH:29]=3)[N:17]=2)=[N:13][C:12]=1[CH3:34])=[O:10])[C:2]1[CH:7]=[CH:6][CH:5]=[CH:4][CH:3]=1. The yield is 0.500.